Dataset: Peptide-MHC class I binding affinity with 185,985 pairs from IEDB/IMGT. Task: Regression. Given a peptide amino acid sequence and an MHC pseudo amino acid sequence, predict their binding affinity value. This is MHC class I binding data. The peptide sequence is IRMFKILPL. The MHC is Mamu-B03 with pseudo-sequence Mamu-B03. The binding affinity (normalized) is 0.769.